Dataset: Full USPTO retrosynthesis dataset with 1.9M reactions from patents (1976-2016). Task: Predict the reactants needed to synthesize the given product. (1) Given the product [Cl:1][C:2]1[CH:7]=[CH:6][CH:5]=[CH:4][C:3]=1[C:8]1[O:12][N:11]=[CH:10][C:9]=1[C:13]([N:21]1[CH2:22][CH2:23][CH2:24][CH:19]([C:17]([OH:18])([CH3:25])[CH3:16])[CH2:20]1)=[O:15], predict the reactants needed to synthesize it. The reactants are: [Cl:1][C:2]1[CH:7]=[CH:6][CH:5]=[CH:4][C:3]=1[C:8]1[O:12][N:11]=[CH:10][C:9]=1[C:13]([OH:15])=O.[CH3:16][C:17]([CH3:25])([CH:19]1[CH2:24][CH2:23][CH2:22][NH:21][CH2:20]1)[OH:18]. (2) Given the product [CH:17]([N:20]1[C:24]([C:25]2[N:34]=[C:33]3[C:32]4[CH:35]=[C:36]([S:39]([N:7]5[CH2:8][CH2:9][N:4]([CH:1]([CH3:3])[CH3:2])[CH2:5][CH2:6]5)(=[O:41])=[O:40])[CH:37]=[CH:38][C:31]=4[O:30][CH2:29][CH2:28][N:27]3[CH:26]=2)=[N:23][CH:22]=[N:21]1)([CH3:19])[CH3:18], predict the reactants needed to synthesize it. The reactants are: [CH:1]([N:4]1[CH2:9][CH2:8][NH:7][CH2:6][CH2:5]1)([CH3:3])[CH3:2].CCN(CC)CC.[CH:17]([N:20]1[C:24]([C:25]2[N:34]=[C:33]3[N:27]([CH2:28][CH2:29][O:30][C:31]4[CH:38]=[CH:37][C:36]([S:39](Cl)(=[O:41])=[O:40])=[CH:35][C:32]=43)[CH:26]=2)=[N:23][CH:22]=[N:21]1)([CH3:19])[CH3:18]. (3) Given the product [CH2:7]([O:9][C:10](=[O:20])[CH2:11][N:12]([CH2:13][C:14]1[CH:19]=[CH:18][CH:17]=[CH:16][CH:15]=1)[C:4]([C:25]#[N:26])([CH3:5])[CH2:3][O:2][CH3:1])[CH3:8], predict the reactants needed to synthesize it. The reactants are: [CH3:1][O:2][CH2:3][C:4](=O)[CH3:5].[CH2:7]([O:9][C:10](=[O:20])[CH2:11][NH:12][CH2:13][C:14]1[CH:19]=[CH:18][CH:17]=[CH:16][CH:15]=1)[CH3:8].C[Si]([C:25]#[N:26])(C)C. (4) Given the product [CH2:1]([O:8][C:9]1[N:14]=[CH:13][C:12]([C:15]2[CH:38]=[CH:37][C:18]3[N:19]([C:22]4[CH:23]=[C:24]([NH:36][C:46]([NH:45][CH2:39][C:40]5[O:44][CH:43]=[CH:42][CH:41]=5)=[O:47])[CH:25]=[C:26]([C:28]5[CH:33]=[CH:32][C:31]([F:34])=[CH:30][C:29]=5[F:35])[CH:27]=4)[CH:20]=[N:21][C:17]=3[CH:16]=2)=[CH:11][CH:10]=1)[C:2]1[CH:7]=[CH:6][CH:5]=[CH:4][CH:3]=1, predict the reactants needed to synthesize it. The reactants are: [CH2:1]([O:8][CH:9]1[NH:14][CH:13]=[C:12]([C:15]2[CH:38]=[CH:37][C:18]3[N:19]([C:22]4[CH:23]=[C:24]([NH2:36])[CH:25]=[C:26]([C:28]5[CH:33]=[CH:32][C:31]([F:34])=[CH:30][C:29]=5[F:35])[CH:27]=4)[CH:20]=[N:21][C:17]=3[CH:16]=2)[CH:11]=[CH:10]1)[C:2]1[CH:7]=[CH:6][CH:5]=[CH:4][CH:3]=1.[CH2:39]([N:45]=[C:46]=[O:47])[C:40]1[O:44][CH:43]=[CH:42][CH:41]=1. (5) Given the product [CH2:1]([O:3][C:4](=[O:12])[C:5]1[CH:10]=[CH:9][CH:8]=[CH:7][C:6]=1[CH2:11][Br:13])[CH3:2], predict the reactants needed to synthesize it. The reactants are: [CH2:1]([O:3][C:4](=[O:12])[C:5]1[CH:10]=[CH:9][CH:8]=[CH:7][C:6]=1[CH3:11])[CH3:2].[Br:13]N1C(=O)CCC1=O.N(C(C)(C)C#N)=NC(C)(C)C#N. (6) Given the product [C:1]([O:5][C:6]([N:8]1[CH2:12][CH2:11][C:10]([CH2:13][C:14]2[CH:15]=[CH:16][CH:17]=[CH:18][CH:19]=2)([C:20]([C:22]2[CH:23]=[C:24]3[C:28](=[CH:29][CH:30]=2)[NH:27][CH:26]=[C:25]3[C:40]#[N:41])=[O:21])[CH2:9]1)=[O:7])([CH3:4])([CH3:2])[CH3:3], predict the reactants needed to synthesize it. The reactants are: [C:1]([O:5][C:6]([N:8]1[CH2:12][CH2:11][C:10]([C:20]([C:22]2[CH:23]=[C:24]3[C:28](=[CH:29][CH:30]=2)[N:27](S(C2C=CC=CC=2)(=O)=O)[CH:26]=[C:25]3[C:40]#[N:41])=[O:21])([CH2:13][C:14]2[CH:19]=[CH:18][CH:17]=[CH:16][CH:15]=2)[CH2:9]1)=[O:7])([CH3:4])([CH3:3])[CH3:2].C(=O)([O-])[O-].[K+].[K+]. (7) Given the product [CH2:23]([O:25][C:26]([C:28]1[N:29]([CH3:38])[C:30]([CH2:36][CH3:37])=[C:31]([C:34]#[N:35])[C:32]=1[C:11]1[CH:12]=[CH:13][C:8]([C:17]2[CH:22]=[CH:21][CH:20]=[CH:19][CH:18]=2)=[CH:9][CH:10]=1)=[O:27])[CH3:24], predict the reactants needed to synthesize it. The reactants are: O.C(=O)([O-])[O-].[K+].[K+].[C:8]1([C:17]2[CH:22]=[CH:21][CH:20]=[CH:19][CH:18]=2)[CH:13]=[CH:12][C:11](B(O)O)=[CH:10][CH:9]=1.[CH2:23]([O:25][C:26]([C:28]1[N:29]([CH3:38])[C:30]([CH2:36][CH3:37])=[C:31]([C:34]#[N:35])[C:32]=1I)=[O:27])[CH3:24].